From a dataset of Peptide-MHC class II binding affinity with 134,281 pairs from IEDB. Regression. Given a peptide amino acid sequence and an MHC pseudo amino acid sequence, predict their binding affinity value. This is MHC class II binding data. (1) The peptide sequence is EWVAMTKGEGGVWTF. The MHC is DRB1_1101 with pseudo-sequence DRB1_1101. The binding affinity (normalized) is 0.542. (2) The peptide sequence is YDKFLANVSTVLLGK. The MHC is DRB1_1602 with pseudo-sequence DRB1_1602. The binding affinity (normalized) is 0.886.